This data is from Experimental lipophilicity measurements (octanol/water distribution) for 4,200 compounds from AstraZeneca. The task is: Regression/Classification. Given a drug SMILES string, predict its absorption, distribution, metabolism, or excretion properties. Task type varies by dataset: regression for continuous measurements (e.g., permeability, clearance, half-life) or binary classification for categorical outcomes (e.g., BBB penetration, CYP inhibition). For this dataset (lipophilicity_astrazeneca), we predict Y. The compound is Cc1nccn1CC1CCc2c(c3ccccc3n2C)C1=O. The Y is 1.67 logD.